From a dataset of Peptide-MHC class I binding affinity with 185,985 pairs from IEDB/IMGT. Regression. Given a peptide amino acid sequence and an MHC pseudo amino acid sequence, predict their binding affinity value. This is MHC class I binding data. (1) The peptide sequence is ETACLGKAY. The MHC is HLA-A26:01 with pseudo-sequence HLA-A26:01. The binding affinity (normalized) is 0.797. (2) The peptide sequence is GGRAHRMAL. The MHC is HLA-B35:01 with pseudo-sequence HLA-B35:01. The binding affinity (normalized) is 0.0847. (3) The peptide sequence is GPSDTPIL. The MHC is HLA-B53:01 with pseudo-sequence HLA-B53:01. The binding affinity (normalized) is 0. (4) The peptide sequence is QTYDWTLNR. The MHC is HLA-B08:01 with pseudo-sequence HLA-B08:01. The binding affinity (normalized) is 0.0847. (5) The peptide sequence is VEIKTGFKL. The MHC is HLA-B57:01 with pseudo-sequence HLA-B57:01. The binding affinity (normalized) is 0.0847. (6) The peptide sequence is KDYVVVHGYF. The MHC is HLA-B40:01 with pseudo-sequence HLA-B40:01. The binding affinity (normalized) is 0. (7) The peptide sequence is IQYPTAWQS. The MHC is HLA-A24:02 with pseudo-sequence HLA-A24:02. The binding affinity (normalized) is 0.0370.